From a dataset of Forward reaction prediction with 1.9M reactions from USPTO patents (1976-2016). Predict the product of the given reaction. (1) Given the reactants C(O)C.[F:4][C:5]([F:19])([F:18])[C:6]1[CH:11]=[CH:10][N:9]=[C:8]([C:12]2[NH:13][O:14][C:15](=[O:17])[N:16]=2)[CH:7]=1.[CH:20]([CH:22]=[CH2:23])=[O:21], predict the reaction product. The product is: [F:19][C:5]([F:4])([F:18])[C:6]1[CH:11]=[CH:10][N:9]=[C:8]([C:12]2[N:16]([CH2:23][CH2:22][CH:20]=[O:21])[C:15](=[O:17])[O:14][N:13]=2)[CH:7]=1. (2) Given the reactants [N+:1]([C:4]1[CH:9]=[CH:8][C:7]([CH2:10][C:11]([OH:13])=O)=[CH:6][CH:5]=1)([O-:3])=[O:2].C(Cl)(=O)C(Cl)=O.[C:20]([O:24][C:25](=[O:28])[CH2:26][NH2:27])([CH3:23])([CH3:22])[CH3:21], predict the reaction product. The product is: [C:20]([O:24][C:25](=[O:28])[CH2:26][NH:27][C:11](=[O:13])[CH2:10][C:7]1[CH:6]=[CH:5][C:4]([N+:1]([O-:3])=[O:2])=[CH:9][CH:8]=1)([CH3:23])([CH3:22])[CH3:21]. (3) Given the reactants C([O:3][C:4](=[O:21])[CH2:5][N:6]1[CH2:11][CH2:10][CH2:9][CH:8]([NH:12][C:13]([C:15]2[S:16][C:17]([Cl:20])=[CH:18][CH:19]=2)=[O:14])[CH2:7]1)C.[OH-].[Na+].Cl.C1(C)C=CC=CC=1, predict the reaction product. The product is: [Cl:20][C:17]1[S:16][C:15]([C:13]([NH:12][CH:8]2[CH2:9][CH2:10][CH2:11][N:6]([CH2:5][C:4]([OH:21])=[O:3])[CH2:7]2)=[O:14])=[CH:19][CH:18]=1. (4) Given the reactants [C:1]([C:3]1[CH:8]=[CH:7][C:6]([CH:9]([CH3:13])[C:10]([OH:12])=O)=[CH:5][C:4]=1[O:14][CH3:15])#[N:2].[CH:16]([O:19][C:20]1[C:25]([CH2:26][NH2:27])=[CH:24][CH:23]=[C:22]([C:28]([F:31])([F:30])[F:29])[N:21]=1)([CH3:18])[CH3:17].CN(C)CCCN=C=NCC.ON1C2C=CC=CC=2N=N1.C(N(CC)CC)C, predict the reaction product. The product is: [C:1]([C:3]1[CH:8]=[CH:7][C:6]([CH:9]([CH3:13])[C:10]([NH:27][CH2:26][C:25]2[C:20]([O:19][CH:16]([CH3:18])[CH3:17])=[N:21][C:22]([C:28]([F:29])([F:30])[F:31])=[CH:23][CH:24]=2)=[O:12])=[CH:5][C:4]=1[O:14][CH3:15])#[N:2]. (5) Given the reactants [NH2:1][C:2]1[CH:12]=[CH:11][C:5]([C:6]([O:8][CH2:9][CH3:10])=[O:7])=[CH:4][CH:3]=1.[CH2:13]([CH:20]([C:33](OC1C(Cl)=CC(Cl)=CC=1Cl)=[O:34])[C:21](OC1C(Cl)=CC(Cl)=CC=1Cl)=[O:22])[C:14]1[CH:19]=[CH:18][CH:17]=[CH:16][CH:15]=1, predict the reaction product. The product is: [CH2:13]([C:20]1[C:21](=[O:22])[NH:1][C:2]2[C:3]([C:33]=1[OH:34])=[CH:4][C:5]([C:6]([O:8][CH2:9][CH3:10])=[O:7])=[CH:11][CH:12]=2)[C:14]1[CH:19]=[CH:18][CH:17]=[CH:16][CH:15]=1. (6) Given the reactants [CH:1]([N-]C(C)C)(C)C.[Li+].[F:9][C:10]1[CH:11]=[C:12]([N:16]2[C@@:20]3([CH2:25][CH2:24][N:23]([CH2:26][C:27]4[O:31][CH:30]=[N:29][C:28]=4[CH2:32][CH:33]([CH3:35])[CH3:34])[C@@H:22]([CH3:36])[CH2:21]3)[CH2:19][CH2:18][S:17]2(=[O:38])=[O:37])[CH:13]=[CH:14][CH:15]=1.IC.[O:41]1CCCC1, predict the reaction product. The product is: [CH:27]([OH:31])=[O:41].[F:9][C:10]1[CH:11]=[C:12]([N:16]2[C@@:20]3([CH2:25][CH2:24][N:23]([CH2:26][C:27]4[O:31][CH:30]=[N:29][C:28]=4[CH2:32][CH:33]([CH3:35])[CH3:34])[C@@H:22]([CH3:36])[CH2:21]3)[CH2:19][CH:18]([CH3:1])[S:17]2(=[O:38])=[O:37])[CH:13]=[CH:14][CH:15]=1. (7) Given the reactants [N+:1](=[CH:3][Si](C)(C)C)=[N-:2].[CH2:8]1[C@@H:13]2[CH2:14][C:15]3([C:17](Cl)=[O:18])[CH2:16][C@H:9]1[CH2:10][CH:11]3[CH2:12]2, predict the reaction product. The product is: [CH2:8]1[CH:9]2[CH2:16][C:15]3([C:17]([O-:18])=[CH:3][N+:1]#[N:2])[CH2:14][CH:13]1[CH2:12][CH:11]3[CH2:10]2.